Dataset: Forward reaction prediction with 1.9M reactions from USPTO patents (1976-2016). Task: Predict the product of the given reaction. (1) Given the reactants [C:1]([O:5][C:6]([N:8]1[CH:12]([CH3:13])[C:11]2[CH:14]=[C:15](Br)[S:16][C:10]=2[CH2:9]1)=[O:7])([CH3:4])([CH3:3])[CH3:2].C([Li])CCC.[CH2:23]([Sn:27](Cl)([CH2:32][CH2:33][CH2:34][CH3:35])[CH2:28][CH2:29][CH2:30][CH3:31])[CH2:24][CH2:25][CH3:26].CO, predict the reaction product. The product is: [CH3:13][CH:12]1[N:8]([C:6]([O:5][C:1]([CH3:4])([CH3:3])[CH3:2])=[O:7])[CH2:9][C:10]2[S:16][C:15]([Sn:27]([CH2:28][CH2:29][CH2:30][CH3:31])([CH2:32][CH2:33][CH2:34][CH3:35])[CH2:23][CH2:24][CH2:25][CH3:26])=[CH:14][C:11]1=2. (2) The product is: [C:20]1([C:14]2[S:11][C:10]([NH:9][C:7]3[CH:6]=[CH:5][CH:4]=[C:3]([CH2:2][OH:1])[N:8]=3)=[N:12][CH:15]=2)[CH:25]=[CH:24][CH:23]=[CH:22][CH:21]=1. Given the reactants [OH:1][CH2:2][C:3]1[N:8]=[C:7]([NH:9][C:10]([NH2:12])=[S:11])[CH:6]=[CH:5][CH:4]=1.Br[CH:14]([C:20]1[CH:25]=[CH:24][CH:23]=[CH:22][CH:21]=1)[CH:15](OC)OC.Cl.C([O-])([O-])=O.[Na+].[Na+], predict the reaction product. (3) Given the reactants C(O)(C(F)(F)F)=O.C(OC([N:15]([C:23]1[C:28]([C:29]2[O:30][C:31]([C:34]3[CH:39]=[CH:38][C:37]([CH2:40][NH:41][CH3:42])=[CH:36][C:35]=3[O:43][CH3:44])=[N:32][N:33]=2)=[N:27][C:26]([C:45]2[CH:50]=[CH:49][C:48]([S:51]([CH:54]([CH3:56])[CH3:55])(=[O:53])=[O:52])=[CH:47][CH:46]=2)=[CH:25][N:24]=1)C(=O)OC(C)(C)C)=O)(C)(C)C, predict the reaction product. The product is: [CH:54]([S:51]([C:48]1[CH:47]=[CH:46][C:45]([C:26]2[N:27]=[C:28]([C:29]3[O:30][C:31]([C:34]4[CH:39]=[CH:38][C:37]([CH2:40][NH:41][CH3:42])=[CH:36][C:35]=4[O:43][CH3:44])=[N:32][N:33]=3)[C:23]([NH2:15])=[N:24][CH:25]=2)=[CH:50][CH:49]=1)(=[O:53])=[O:52])([CH3:56])[CH3:55]. (4) Given the reactants [NH2:1][C:2]1[N:9]=[C:8]([NH2:10])[CH:7]=[CH:6][C:3]=1[C:4]#[N:5].[N-:11]=[N+:12]=[N-:13].[Na+].Cl.C(N(CC)CC)C, predict the reaction product. The product is: [NH3:1].[N:5]1[NH:11][N:12]=[N:13][C:4]=1[C:3]1[C:2]([NH2:1])=[N:9][C:8]([NH2:10])=[CH:7][CH:6]=1. (5) The product is: [I:1][C:2]1[CH:11]=[CH:10][CH:9]=[C:8]2[C:3]=1[CH2:4][CH2:5][NH:6][CH:7]2[CH:12]([CH3:17])[C:13]([O:15][CH3:16])=[O:14]. Given the reactants [I:1][C:2]1[CH:11]=[CH:10][CH:9]=[C:8]2[C:3]=1[CH2:4][CH2:5][N:6]=[C:7]2[CH:12]([CH3:17])[C:13]([O:15][CH3:16])=[O:14].[BH3-]C#N.[Na+].N#N.[OH-].[Na+], predict the reaction product. (6) Given the reactants [O-][Mn](=O)(=O)=O.[K+].[CH2:7]([C:22]1[CH:23]=[C:24]([C:29]([NH:32][C:33](=[O:35])[CH3:34])=[CH:30][CH:31]=1)[C:25]([O:27][CH3:28])=[O:26])[C:8]1[CH:9]=[C:10]([C:15]([NH:18][C:19](=[O:21])[CH3:20])=[CH:16][CH:17]=1)[C:11]([O:13][CH3:14])=[O:12].[O-:36]S([O-])(=O)=O.[Mg+2], predict the reaction product. The product is: [C:7]([C:8]1[CH:9]=[C:10]([C:15]([NH:18][C:19](=[O:21])[CH3:20])=[CH:16][CH:17]=1)[C:11]([O:13][CH3:14])=[O:12])([C:22]1[CH:23]=[C:24]([C:29]([NH:32][C:33](=[O:35])[CH3:34])=[CH:30][CH:31]=1)[C:25]([O:27][CH3:28])=[O:26])=[O:36]. (7) Given the reactants CC1C=CC(S(O[CH2:12][CH:13]2[O:18][C:17]3[CH:19]=[C:20]([O:23][S:24]([C:27]([F:30])([F:29])[F:28])(=[O:26])=[O:25])[CH:21]=[CH:22][C:16]=3[O:15][CH2:14]2)(=O)=O)=CC=1.[CH2:31]([NH:34][CH2:35][CH2:36][CH3:37])[CH2:32][CH3:33], predict the reaction product. The product is: [F:30][C:27]([F:29])([F:28])[S:24]([O:23][C:20]1[CH:21]=[CH:22][C:16]2[O:15][CH2:14][CH:13]([CH2:12][N:34]([CH2:35][CH2:36][CH3:37])[CH2:31][CH2:32][CH3:33])[O:18][C:17]=2[CH:19]=1)(=[O:25])=[O:26]. (8) Given the reactants [Cl:1][C:2]1[CH:3]=[C:4]([CH:10]=[C:11]([N:13]([CH:15]([CH3:17])[CH3:16])[CH3:14])[N:12]=1)[C:5](OCC)=[O:6].O.[NH2:19][NH2:20], predict the reaction product. The product is: [Cl:1][C:2]1[CH:3]=[C:4]([CH:10]=[C:11]([N:13]([CH:15]([CH3:17])[CH3:16])[CH3:14])[N:12]=1)[C:5]([NH:19][NH2:20])=[O:6]. (9) Given the reactants [CH:1]1([NH:4][C:5]([NH:7][C:8]2[CH:13]=[CH:12][C:11]([C:14]3[N:15]=[C:16]([N:23]4[CH2:28][CH2:27][O:26][CH2:25][C@@H:24]4[CH3:29])[C:17]4[CH2:22][NH:21][CH2:20][C:18]=4[N:19]=3)=[CH:10][CH:9]=2)=[O:6])[CH2:3][CH2:2]1.C(=O)([O-])O.[Na+].Cl[C:36]([O:38][CH2:39][CH3:40])=[O:37], predict the reaction product. The product is: [CH:1]1([NH:4][C:5](=[O:6])[NH:7][C:8]2[CH:9]=[CH:10][C:11]([C:14]3[N:15]=[C:16]([N:23]4[CH2:28][CH2:27][O:26][CH2:25][C@@H:24]4[CH3:29])[C:17]4[CH2:22][N:21]([C:36]([O:38][CH2:39][CH3:40])=[O:37])[CH2:20][C:18]=4[N:19]=3)=[CH:12][CH:13]=2)[CH2:2][CH2:3]1.